The task is: Predict the reactants needed to synthesize the given product.. This data is from Full USPTO retrosynthesis dataset with 1.9M reactions from patents (1976-2016). (1) Given the product [OH:42][C:36]([C:38]([F:41])([F:40])[F:39])=[O:37].[CH3:1][CH:2]1[CH2:7][CH2:6][N:5]([C:8]([C:10]2[CH:18]=[CH:17][C:16]3[N:15]([S:19]([CH2:22][CH2:23][CH3:24])(=[O:20])=[O:21])[C:14]4[CH2:25][CH2:26][NH:27][CH2:28][C:13]=4[C:12]=3[CH:11]=2)=[O:9])[CH2:4][CH2:3]1.[C:36]([OH:42])([C:38]([F:41])([F:40])[F:39])=[O:37], predict the reactants needed to synthesize it. The reactants are: [CH3:1][CH:2]1[CH2:7][CH2:6][N:5]([C:8]([C:10]2[CH:18]=[CH:17][C:16]3[N:15]([S:19]([CH2:22][CH2:23][CH3:24])(=[O:21])=[O:20])[C:14]4[CH2:25][CH2:26][N:27](C(OC(C)(C)C)=O)[CH2:28][C:13]=4[C:12]=3[CH:11]=2)=[O:9])[CH2:4][CH2:3]1.[C:36]([OH:42])([C:38]([F:41])([F:40])[F:39])=[O:37]. (2) Given the product [Br:1][C:2]1[CH:3]=[C:4]2[C:10]([C:11]([C:12]3[CH:13]=[C:14]([NH:19][S:20]([CH2:23][CH2:24][CH3:25])(=[O:22])=[O:21])[CH:15]=[CH:16][C:17]=3[F:18])=[O:26])=[CH:9][NH:8][C:5]2=[N:6][CH:7]=1, predict the reactants needed to synthesize it. The reactants are: [Br:1][C:2]1[CH:3]=[C:4]2[C:10]([CH:11]([OH:26])[C:12]3[CH:13]=[C:14]([NH:19][S:20]([CH2:23][CH2:24][CH3:25])(=[O:22])=[O:21])[CH:15]=[CH:16][C:17]=3[F:18])=[CH:9][NH:8][C:5]2=[N:6][CH:7]=1.CC(OI1(OC(C)=O)(OC(C)=O)OC(=O)C2C=CC=CC1=2)=O. (3) The reactants are: [Br:1][C:2]1[CH:10]=[CH:9][C:5]([C:6](Cl)=[O:7])=[CH:4][CH:3]=1.C([N:14]([CH:17](C)C)CC)(C)C.[C:20](OCC)(=[O:22])C. Given the product [Br:1][C:2]1[CH:10]=[CH:9][C:5]([C:6]([N:14]([O:22][CH3:20])[CH3:17])=[O:7])=[CH:4][CH:3]=1, predict the reactants needed to synthesize it. (4) The reactants are: COCCN[S](F)(F)([F:12])NCCOC.[F:15][C:16]1[CH:17]=[C:18]([N:28]2[CH2:32][C@H:31]([CH2:33][N:34]3[CH:38]=[C:37]([CH2:39]O)[N:36]=[N:35]3)[O:30][C:29]2=[O:41])[CH:19]=[CH:20][C:21]=1[N:22]1[CH:26]=[C:25]([CH3:27])[N:24]=[CH:23]1. Given the product [F:15][C:16]1[CH:17]=[C:18]([N:28]2[CH2:32][C@H:31]([CH2:33][N:34]3[CH:38]=[C:37]([CH2:39][F:12])[N:36]=[N:35]3)[O:30][C:29]2=[O:41])[CH:19]=[CH:20][C:21]=1[N:22]1[CH:26]=[C:25]([CH3:27])[N:24]=[CH:23]1, predict the reactants needed to synthesize it. (5) The reactants are: [NH:1]1[C:9]2[C:4](=[CH:5][C:6]([C:10]([OH:12])=[O:11])=[CH:7][CH:8]=2)[CH:3]=[CH:2]1. Given the product [CH:5]1[C:6]([C:10]([OH:12])=[O:11])=[CH:7][CH:8]=[C:9]2[C:4]=1[C:3]1[C:2]([NH:1]2)=[C:2]2[NH:1][C:9]3[CH:8]=[CH:7][C:6]([C:10]([OH:12])=[O:11])=[CH:5][C:4]=3[C:3]2=[C:2]2[NH:1][C:9]3[CH:8]=[CH:7][C:6]([C:10]([OH:12])=[O:11])=[CH:5][C:4]=3[C:3]=12, predict the reactants needed to synthesize it.